Dataset: Full USPTO retrosynthesis dataset with 1.9M reactions from patents (1976-2016). Task: Predict the reactants needed to synthesize the given product. (1) Given the product [CH3:11][C:9]1[CH:8]=[CH:7][N:6]=[C:5]([S:4][CH3:12])[N:10]=1, predict the reactants needed to synthesize it. The reactants are: [OH-].[Na+].Cl.[SH:4][C:5]1[N:10]=[C:9]([CH3:11])[CH:8]=[CH:7][N:6]=1.[CH3:12]I. (2) Given the product [F:52][CH:42]([F:41])[N:43]1[CH:47]=[C:46]([S:48]([N:5]2[C:6]([C:7]3[C:8]([F:13])=[N:9][CH:10]=[CH:11][CH:12]=3)=[C:2]([F:1])[C:3]([CH2:14][N:15]([CH3:23])[C:16](=[O:22])[O:17][C:18]([CH3:19])([CH3:20])[CH3:21])=[CH:4]2)(=[O:50])=[O:49])[CH:45]=[N:44]1, predict the reactants needed to synthesize it. The reactants are: [F:1][C:2]1[C:3]([CH2:14][N:15]([CH3:23])[C:16](=[O:22])[O:17][C:18]([CH3:21])([CH3:20])[CH3:19])=[CH:4][NH:5][C:6]=1[C:7]1[C:8]([F:13])=[N:9][CH:10]=[CH:11][CH:12]=1.[H-].[Na+].C1OCCOCCOCCOCCOC1.[F:41][CH:42]([F:52])[N:43]1[CH:47]=[C:46]([S:48](Cl)(=[O:50])=[O:49])[CH:45]=[N:44]1. (3) Given the product [CH3:36][O:35][C:32]1[CH:31]=[CH:30][C:29]([C:26]2[CH:25]=[CH:24][C:23]([S:20]([N:19]([CH3:38])[C:5]3([C:3]([OH:2])=[O:4])[CH2:6][CH2:7][N:8]([C:11]([N:13]4[CH2:18][CH2:17][O:16][CH2:15][CH2:14]4)=[O:12])[CH2:9][CH2:10]3)(=[O:22])=[O:21])=[CH:28][CH:27]=2)=[CH:34][CH:33]=1, predict the reactants needed to synthesize it. The reactants are: C[O:2][C:3]([C:5]1([NH:19][S:20]([C:23]2[CH:28]=[CH:27][C:26]([C:29]3[CH:34]=[CH:33][C:32]([O:35][CH3:36])=[CH:31][CH:30]=3)=[CH:25][CH:24]=2)(=[O:22])=[O:21])[CH2:10][CH2:9][N:8]([C:11]([N:13]2[CH2:18][CH2:17][O:16][CH2:15][CH2:14]2)=[O:12])[CH2:7][CH2:6]1)=[O:4].O[C:38](C(F)(F)F)=O.COC(C1(NS(C2C=CC(C3C=CC(OC)=CC=3)=CC=2)(=O)=O)CCNCC1)=O.N1(C(Cl)=O)CCOCC1.C(N(CC)CC)C. (4) Given the product [O:51]1[CH2:55][CH2:54][CH:53]([CH2:56][NH:57][C:16]([C:13]2[C:12]([CH3:26])=[C:11]([CH2:10][C:9]3[CH:19]=[CH:20][CH:21]=[C:7]([C:1]4[CH:2]=[CH:3][CH:4]=[CH:5][CH:6]=4)[CH:8]=3)[O:15][N:14]=2)=[O:18])[CH2:52]1, predict the reactants needed to synthesize it. The reactants are: [C:1]1([C:7]2[CH:8]=[C:9]([CH:19]=[CH:20][CH:21]=2)[CH2:10][C:11]2[O:15][N:14]=[C:13]([C:16]([OH:18])=O)[CH:12]=2)[CH:6]=[CH:5][CH:4]=[CH:3][CH:2]=1.ON1C2C=CC=C[C:26]=2N=N1.Cl.C(N=C=NCCCN(C)C)C.C(N(CC)CC)C.[O:51]1[CH2:55][CH2:54][CH:53]([CH2:56][NH2:57])[CH2:52]1. (5) Given the product [CH2:50]([O:9][C:7]([C@@:4]1([NH:6][C:29]([CH:28]2[CH2:27][C:26]3[C:21](=[CH:22][CH:23]=[C:24]([O:32][C:33]4[CH:38]=[CH:37][CH:36]=[C:35]([Cl:39])[CH:34]=4)[CH:25]=3)[CH2:20][N:19]2[C:17]([O:16][C:12]([CH3:15])([CH3:14])[CH3:13])=[O:18])=[O:31])[CH2:5][C@H:3]1[CH:10]=[CH2:11])=[O:8])[CH3:51], predict the reactants needed to synthesize it. The reactants are: C([C@@:3]1([CH:10]=[CH2:11])[CH2:5][C@@:4]1([C:7]([O-:9])=[O:8])[NH2:6])C.[C:12]([O:16][C:17]([N:19]1[CH:28]([C:29]([OH:31])=O)[CH2:27][C:26]2[C:21](=[CH:22][CH:23]=[C:24]([O:32][C:33]3[CH:38]=[CH:37][CH:36]=[C:35]([Cl:39])[CH:34]=3)[CH:25]=2)[CH2:20]1)=[O:18])([CH3:15])([CH3:14])[CH3:13].F[P-](F)(F)(F)(F)F.N1(OC(N(C)C)=[N+](C)C)[C:51]2N=CC=C[C:50]=2N=N1.C(N(CC)C(C)C)(C)C. (6) The reactants are: [CH3:1][O:2][C:3]1[CH:20]=[CH:19][C:6]([CH2:7][N:8]2[CH:17]=[C:16]3[C:10]([NH:11][CH2:12][CH:13]=[CH:14][C:15]3=[O:18])=[N:9]2)=[CH:5][CH:4]=1.C([O-])=O.[NH4+]. Given the product [CH3:1][O:2][C:3]1[CH:4]=[CH:5][C:6]([CH2:7][N:8]2[CH:17]=[C:16]3[C:10]([NH:11][CH2:12][CH2:13][CH2:14][C:15]3=[O:18])=[N:9]2)=[CH:19][CH:20]=1, predict the reactants needed to synthesize it. (7) The reactants are: [S:1]1[CH:5]=[CH:4][C:3]2[C:6](=O)[CH2:7][CH2:8][C:2]1=2.[N:10]([C:13]1[CH:18]=[CH:17][C:16]([S:19]([N:22]2[CH2:27][CH2:26][CH2:25][CH2:24][CH2:23]2)(=[O:21])=[O:20])=[CH:15][CH:14]=1)=[C:11]=S.C[Si](C)(C)[Si](C)(C)C.[Li].O.[NH2:38][NH2:39]. Given the product [S:1]1[CH:5]=[CH:4][C:3]2[C:6]3[NH:38][N:39]=[C:11]([NH:10][C:13]4[CH:18]=[CH:17][C:16]([S:19]([N:22]5[CH2:27][CH2:26][CH2:25][CH2:24][CH2:23]5)(=[O:21])=[O:20])=[CH:15][CH:14]=4)[C:7]=3[CH2:8][C:2]1=2, predict the reactants needed to synthesize it. (8) Given the product [CH2:17]([C:14]1[CH:15]=[CH:16][C:11]([CH2:10][CH2:9][C:5]([OH:8])([CH2:6][OH:7])[CH2:4][OH:3])=[CH:12][CH:13]=1)[CH2:18][CH2:19][CH2:20][CH2:21][CH2:22][CH2:23][CH3:24], predict the reactants needed to synthesize it. The reactants are: CC1(C)[O:7][CH2:6][C:5]([C:9]#[C:10][C:11]2[CH:16]=[CH:15][C:14]([CH2:17][CH2:18][CH2:19][CH2:20][CH2:21][CH2:22][CH2:23][CH3:24])=[CH:13][CH:12]=2)([OH:8])[CH2:4][O:3]1.